Dataset: Full USPTO retrosynthesis dataset with 1.9M reactions from patents (1976-2016). Task: Predict the reactants needed to synthesize the given product. (1) Given the product [NH2:8][C:6]1[C:5]([CH3:11])=[CH:4][C:3]([CH2:12][C:13]([O:15][CH3:16])=[O:14])=[C:2]([Cl:1])[CH:7]=1, predict the reactants needed to synthesize it. The reactants are: [Cl:1][C:2]1[CH:7]=[C:6]([N+:8]([O-])=O)[C:5]([CH3:11])=[CH:4][C:3]=1[CH2:12][C:13]([O:15][CH3:16])=[O:14].[BH4-].[Na+]. (2) Given the product [CH2:32]([N:12]([C:3]1[C:2]([Cl:1])=[CH:7][C:6]([C:8]([F:11])([F:9])[F:10])=[CH:5][N:4]=1)[S:13]([C:16]1[CH:25]=[CH:24][C:19]([C:20]([O:22][CH3:23])=[O:21])=[CH:18][CH:17]=1)(=[O:15])=[O:14])[C:33]1[CH:38]=[CH:37][CH:36]=[CH:35][CH:34]=1, predict the reactants needed to synthesize it. The reactants are: [Cl:1][C:2]1[C:3]([NH:12][S:13]([C:16]2[CH:25]=[CH:24][C:19]([C:20]([O:22][CH3:23])=[O:21])=[CH:18][CH:17]=2)(=[O:15])=[O:14])=[N:4][CH:5]=[C:6]([C:8]([F:11])([F:10])[F:9])[CH:7]=1.C([O-])([O-])=O.[K+].[K+].[CH2:32](Br)[C:33]1[CH:38]=[CH:37][CH:36]=[CH:35][CH:34]=1. (3) The reactants are: O.[OH-].[Li+].[CH2:4]([O:6][C:7]1[CH:12]=[C:11]([CH2:13][N:14]2[CH2:17][C:16]3([CH2:21][C:20]([C:22]45[CH2:28][C:25]([C:29]([O:31]C)=[O:30])([CH2:26][CH2:27]4)[CH2:24][CH2:23]5)=[N:19][O:18]3)[CH2:15]2)[CH:10]=[C:9]([O:33][CH2:34][CH3:35])[C:8]=1[C:36]1[CH:41]=[CH:40][C:39]([F:42])=[CH:38][CH:37]=1)[CH3:5]. Given the product [CH2:34]([O:33][C:9]1[CH:10]=[C:11]([CH2:13][N:14]2[CH2:15][C:16]3([CH2:21][C:20]([C:22]45[CH2:28][C:25]([C:29]([OH:31])=[O:30])([CH2:26][CH2:27]4)[CH2:24][CH2:23]5)=[N:19][O:18]3)[CH2:17]2)[CH:12]=[C:7]([O:6][CH2:4][CH3:5])[C:8]=1[C:36]1[CH:41]=[CH:40][C:39]([F:42])=[CH:38][CH:37]=1)[CH3:35], predict the reactants needed to synthesize it. (4) Given the product [N+:27]([CH:30]([C:12](=[O:14])[CH2:11][CH2:10][CH2:9][CH2:8][CH2:7][C:1]1[CH:2]=[CH:3][CH:4]=[CH:5][CH:6]=1)[CH2:31][CH2:32][CH3:33])([O-:29])=[O:28], predict the reactants needed to synthesize it. The reactants are: [C:1]1([CH2:7][CH2:8][CH2:9][CH2:10][CH2:11][C:12]([OH:14])=O)[CH:6]=[CH:5][CH:4]=[CH:3][CH:2]=1.C1N=CN(C(N2C=NC=C2)=O)C=1.[N+:27]([CH2:30][CH2:31][CH2:32][CH3:33])([O-:29])=[O:28].C1CCN2C(=NCCC2)CC1. (5) Given the product [C:15]([O:14][C:12]([N:9]1[CH2:10][CH2:11][C:5]2([CH2:6][CH:3]([C:1]([OH:21])=[O:19])[CH2:4]2)[CH2:7][CH2:8]1)=[O:13])([CH3:18])([CH3:17])[CH3:16], predict the reactants needed to synthesize it. The reactants are: [C:1]([CH:3]1[CH2:6][C:5]2([CH2:11][CH2:10][N:9]([C:12]([O:14][C:15]([CH3:18])([CH3:17])[CH3:16])=[O:13])[CH2:8][CH2:7]2)[CH2:4]1)#N.[OH-:19].[Li+].[OH2:21]. (6) The reactants are: [CH2:1]([O:3][C:4]([C:6]1[NH:7][N:8]=[C:9]([C:11]([CH3:14])([CH3:13])[CH3:12])[CH:10]=1)=[O:5])[CH3:2].C([O-])([O-])=O.[K+].[K+].Br[CH2:22][CH2:23][O:24][CH2:25][C:26]1[CH:31]=[CH:30][CH:29]=[CH:28][CH:27]=1.CCOC(C)=O. Given the product [CH2:1]([O:3][C:4]([C:6]1[N:7]([CH2:22][CH2:23][O:24][CH2:25][C:26]2[CH:31]=[CH:30][CH:29]=[CH:28][CH:27]=2)[N:8]=[C:9]([C:11]([CH3:13])([CH3:12])[CH3:14])[CH:10]=1)=[O:5])[CH3:2], predict the reactants needed to synthesize it.